This data is from Forward reaction prediction with 1.9M reactions from USPTO patents (1976-2016). The task is: Predict the product of the given reaction. (1) Given the reactants [NH2:1][CH2:2][CH2:3][O:4][C:5]1[C:14]([O:15][CH3:16])=[CH:13][CH:12]=[CH:11][C:6]=1[C:7](OC)=[O:8], predict the reaction product. The product is: [CH3:16][O:15][C:14]1[C:5]2[O:4][CH2:3][CH2:2][NH:1][C:7](=[O:8])[C:6]=2[CH:11]=[CH:12][CH:13]=1. (2) The product is: [CH3:1][NH:2][C@H:3]([C:13]([NH:15][C@H:16]([C:21]([N:23]([C@@H:25]([CH:32]([CH3:33])[CH3:34])/[CH:26]=[C:27](\[CH3:28])/[C:29](=[O:30])[NH:43][CH2:35][CH2:36][C:37]1[CH:42]=[CH:41][CH:40]=[CH:39][CH:38]=1)[CH3:24])=[O:22])[C:17]([CH3:20])([CH3:18])[CH3:19])=[O:14])[C:4]([CH3:12])([CH3:11])[C:5]1[CH:33]=[CH:32][CH:25]=[CH:26][CH:27]=1. Given the reactants [CH3:1][NH:2][C@H:3]([C:13]([NH:15][C@H:16]([C:21]([N:23]([C@@H:25]([CH:32]([CH3:34])[CH3:33])/[CH:26]=[C:27](/[C:29](O)=[O:30])\[CH3:28])[CH3:24])=[O:22])[C:17]([CH3:20])([CH3:19])[CH3:18])=[O:14])[C:4]([CH3:12])([CH3:11])[C:5]1C=CC=CC=1.[CH2:35]([NH2:43])[CH2:36][C:37]1[CH:42]=[CH:41][CH:40]=[CH:39][CH:38]=1, predict the reaction product. (3) Given the reactants [CH3:1][C:2]1[CH:3]=[C:4]([CH:8]([C:10]2[S:11][C:12]([CH3:16])=[C:13]([CH3:15])[N:14]=2)[OH:9])[O:5][C:6]=1[CH3:7], predict the reaction product. The product is: [CH3:1][C:2]1[CH:3]=[C:4]([C:8]([C:10]2[S:11][C:12]([CH3:16])=[C:13]([CH3:15])[N:14]=2)=[O:9])[O:5][C:6]=1[CH3:7]. (4) Given the reactants CC1C=CC(S(O[C@H:12]([CH2:16][CH2:17][CH2:18][CH2:19][CH:20]=[CH2:21])[CH2:13][O:14][CH3:15])(=O)=O)=CC=1.[CH2:22]([O:24][C:25](=[O:41])[CH2:26][N:27]=[C:28]([C:35]1[CH:40]=[CH:39][CH:38]=[CH:37][CH:36]=1)[C:29]1[CH:34]=[CH:33][CH:32]=[CH:31][CH:30]=1)[CH3:23].CC([O-])(C)C.[K+], predict the reaction product. The product is: [C:29]1([C:28](=[N:27][CH:26]([C@H:12]([CH2:13][O:14][CH3:15])[CH2:16][CH2:17][CH2:18][CH2:19][CH:20]=[CH2:21])[C:25]([O:24][CH2:22][CH3:23])=[O:41])[C:35]2[CH:40]=[CH:39][CH:38]=[CH:37][CH:36]=2)[CH:30]=[CH:31][CH:32]=[CH:33][CH:34]=1. (5) Given the reactants [N+:1]([C:4]1[CH:9]=[CH:8][C:7]([N:10]2[CH2:15][CH2:14][CH:13]([N:16]3[CH2:21][CH2:20][CH2:19][CH2:18][CH2:17]3)[CH2:12][CH2:11]2)=[C:6]([C:22]([F:25])([F:24])[F:23])[CH:5]=1)([O-])=O, predict the reaction product. The product is: [N:16]1([CH:13]2[CH2:14][CH2:15][N:10]([C:7]3[CH:8]=[CH:9][C:4]([NH2:1])=[CH:5][C:6]=3[C:22]([F:25])([F:23])[F:24])[CH2:11][CH2:12]2)[CH2:21][CH2:20][CH2:19][CH2:18][CH2:17]1. (6) Given the reactants Cl[C:2]1[N:7]=[C:6]([NH:8][C@H:9]([C:11]2[N:16]=[CH:15][C:14]([F:17])=[CH:13][N:12]=2)[CH3:10])[N:5]=[C:4]([NH:18][C:19]2[S:20][C:21]([C:24]#[N:25])=[CH:22][N:23]=2)[CH:3]=1.[NH:26]1[CH2:31][CH2:30][O:29][CH2:28][CH2:27]1, predict the reaction product. The product is: [F:17][C:14]1[CH:13]=[N:12][C:11]([C@@H:9]([NH:8][C:6]2[N:5]=[C:4]([NH:18][C:19]3[S:20][C:21]([C:24]#[N:25])=[CH:22][N:23]=3)[CH:3]=[C:2]([N:26]3[CH2:31][CH2:30][O:29][CH2:28][CH2:27]3)[N:7]=2)[CH3:10])=[N:16][CH:15]=1. (7) Given the reactants C([O:8][C:9]1[CH:14]=[C:13]([O:15]CC2C=CC=CC=2)[C:12]([CH:23]([CH3:25])[CH3:24])=[CH:11][C:10]=1[C:26]1[N:27]([C:32]2[CH:37]=[CH:36][C:35]([O:38][CH3:39])=[C:34]([N:40]([CH3:44])[CH2:41][CH2:42][CH3:43])[CH:33]=2)[C:28]([OH:31])=[N:29][N:30]=1)C1C=CC=CC=1, predict the reaction product. The product is: [OH:31][C:28]1[N:27]([C:32]2[CH:37]=[CH:36][C:35]([O:38][CH3:39])=[C:34]([N:40]([CH3:44])[CH2:41][CH2:42][CH3:43])[CH:33]=2)[C:26]([C:10]2[CH:11]=[C:12]([CH:23]([CH3:24])[CH3:25])[C:13]([OH:15])=[CH:14][C:9]=2[OH:8])=[N:30][N:29]=1.